From a dataset of Forward reaction prediction with 1.9M reactions from USPTO patents (1976-2016). Predict the product of the given reaction. Given the reactants C(OC(=O)[NH:7][CH2:8][CH2:9][N:10]([C:14]1([CH2:25][C:26]2[CH:31]=[CH:30][CH:29]=[C:28]([Cl:32])[CH:27]=2)[C:22]2[C:17](=[CH:18][C:19]([Cl:23])=[CH:20][CH:21]=2)[NH:16][C:15]1=[O:24])[CH:11]([CH3:13])[CH3:12])(C)(C)C.C(O)(C(F)(F)F)=O, predict the reaction product. The product is: [NH2:7][CH2:8][CH2:9][N:10]([CH:11]([CH3:13])[CH3:12])[C:14]1([CH2:25][C:26]2[CH:31]=[CH:30][CH:29]=[C:28]([Cl:32])[CH:27]=2)[C:22]2[C:17](=[CH:18][C:19]([Cl:23])=[CH:20][CH:21]=2)[NH:16][C:15]1=[O:24].